This data is from Reaction yield outcomes from USPTO patents with 853,638 reactions. The task is: Predict the reaction yield, written as a fraction of the theoretical maximum amount of product (1.0 means a 100% yield; for example, 0.34 means a 34% yield). (1) The reactants are Cl.C(N=C=NCCCN(C)C)C.Cl.[CH3:14][O:15][C:16]1[N:21]=[CH:20][C:19]([N:22]2[CH2:27][CH2:26][CH:25]([C:28]([OH:30])=O)[CH2:24][CH2:23]2)=[CH:18][C:17]=1[CH3:31].[Cl:32][C:33]1[C:41]2[C:36](=[CH:37][C:38]([S:42]([N:45]3[CH2:50][CH2:49][NH:48][CH2:47][CH2:46]3)(=[O:44])=[O:43])=[CH:39][CH:40]=2)[NH:35][CH:34]=1. The catalyst is CN(C)C1C=CN=CC=1.CN(C)C=O. The product is [Cl:32][C:33]1[C:41]2[C:36](=[CH:37][C:38]([S:42]([N:45]3[CH2:50][CH2:49][N:48]([C:28]([CH:25]4[CH2:24][CH2:23][N:22]([C:19]5[CH:20]=[N:21][C:16]([O:15][CH3:14])=[C:17]([CH3:31])[CH:18]=5)[CH2:27][CH2:26]4)=[O:30])[CH2:47][CH2:46]3)(=[O:43])=[O:44])=[CH:39][CH:40]=2)[NH:35][CH:34]=1. The yield is 0.570. (2) The reactants are C([O-])([O-])=O.[K+].[K+].[CH3:19][C:18]([O:17][C:15](O[C:15]([O:17][C:18]([CH3:21])([CH3:20])[CH3:19])=[O:16])=[O:16])([CH3:21])[CH3:20].Cl.[NH2:23][C@@H:24]1[CH2:26][C@H:25]1[C:27]1[CH:32]=[CH:31][C:30]([OH:33])=[CH:29][CH:28]=1. The catalyst is O1CCOCC1.O. The product is [OH:33][C:30]1[CH:29]=[CH:28][C:27]([C@@H:25]2[CH2:26][C@H:24]2[NH:23][C:15](=[O:16])[O:17][C:18]([CH3:19])([CH3:20])[CH3:21])=[CH:32][CH:31]=1. The yield is 0.800. (3) The reactants are [NH:1](C(OC(C)(C)C)=O)[C@H:2]([C:20]([NH:22][C@H:23]([C:41]([N:43]1[CH2:82][CH2:81][CH2:80][C@H:44]1[C:45]([NH:47][C@H:48]([C:50]([NH:52][C@H:53]([C:70]([O:72]CC1C=CC=CC=1)=[O:71])[CH2:54][CH2:55][CH2:56][CH2:57][NH:58]C(OCC1C=CC=CC=1Cl)=O)=[O:51])[CH3:49])=[O:46])=[O:42])[CH2:24][CH2:25][CH2:26][NH:27][C:28](=[NH:40])[NH:29]S(C1C=CC(C)=CC=1)(=O)=O)=[O:21])[CH2:3][CH2:4][CH2:5][NH:6][C:7](=[NH:19])[NH:8]S(C1C=CC(C)=CC=1)(=O)=O.C1(OC)C=CC=CC=1. No catalyst specified. The product is [NH2:1][C@H:2]([C:20]([NH:22][C@H:23]([C:41]([N:43]1[CH2:82][CH2:81][CH2:80][C@H:44]1[C:45]([NH:47][C@H:48]([C:50]([NH:52][C@H:53]([C:70]([OH:72])=[O:71])[CH2:54][CH2:55][CH2:56][CH2:57][NH2:58])=[O:51])[CH3:49])=[O:46])=[O:42])[CH2:24][CH2:25][CH2:26][NH:27][C:28](=[NH:29])[NH2:40])=[O:21])[CH2:3][CH2:4][CH2:5][NH:6][C:7](=[NH:8])[NH2:19]. The yield is 0.850. (4) The reactants are [S:1]1[CH:5]=[CH:4][C:3]([S:6](Cl)(=[O:8])=[O:7])=[CH:2]1.[NH2:10][C:11]1[O:15][N:14]=[C:13]([CH3:16])[C:12]=1[Br:17]. No catalyst specified. The product is [Br:17][C:12]1[C:13]([CH3:16])=[N:14][O:15][C:11]=1[NH:10][S:6]([C:3]1[CH:4]=[CH:5][S:1][CH:2]=1)(=[O:8])=[O:7]. The yield is 0.220. (5) The reactants are [F:1][C:2]([C:5]1[CH:12]=[CH:11][C:8]([CH:9]=O)=[CH:7][CH:6]=1)([F:4])[CH3:3].[NH2:13][C:14]1[N:15]=[N:16][C:17]([CH3:20])=[CH:18][CH:19]=1.C([O:23][C:24](=O)[C:25](=[O:37])[CH2:26][C:27]([C:29]1[CH:34]=[CH:33][C:32]([C:35]#[N:36])=[CH:31][CH:30]=1)=[O:28])C. No catalyst specified. The product is [F:1][C:2]([C:5]1[CH:12]=[CH:11][C:8]([CH:9]2[C:26]([C:27]([C:29]3[CH:34]=[CH:33][C:32]([C:35]#[N:36])=[CH:31][CH:30]=3)=[O:28])=[C:25]([OH:37])[C:24](=[O:23])[N:13]2[C:14]2[N:15]=[N:16][C:17]([CH3:20])=[CH:18][CH:19]=2)=[CH:7][CH:6]=1)([F:4])[CH3:3]. The yield is 0.240. (6) The reactants are Cl[CH2:2][CH2:3][CH2:4][O:5][C:6]1[CH:11]=[CH:10][CH:9]=[C:8]([N+:12]([O-:14])=[O:13])[CH:7]=1.[CH3:15][NH2:16]. The catalyst is CO. The product is [CH3:15][NH:16][CH2:2][CH2:3][CH2:4][O:5][C:6]1[CH:11]=[CH:10][CH:9]=[C:8]([N+:12]([O-:14])=[O:13])[CH:7]=1. The yield is 0.506.